Regression. Given a peptide amino acid sequence and an MHC pseudo amino acid sequence, predict their binding affinity value. This is MHC class II binding data. From a dataset of Peptide-MHC class II binding affinity with 134,281 pairs from IEDB. (1) The peptide sequence is GGGGESFGIVVAWQV. The MHC is HLA-DPA10103-DPB10201 with pseudo-sequence HLA-DPA10103-DPB10201. The binding affinity (normalized) is 0.316. (2) The peptide sequence is PVIQDQDLEMFVREV. The MHC is DRB1_0101 with pseudo-sequence DRB1_0101. The binding affinity (normalized) is 0.341. (3) The peptide sequence is PPDAASAAPLRTITA. The MHC is DRB1_1501 with pseudo-sequence DRB1_1501. The binding affinity (normalized) is 0.340. (4) The peptide sequence is NCPNLSPREEPDDID. The MHC is HLA-DQA10103-DQB10603 with pseudo-sequence HLA-DQA10103-DQB10603. The binding affinity (normalized) is 0. (5) The peptide sequence is AVAANELGMLEKTKE. The MHC is DRB1_0901 with pseudo-sequence DRB1_0901. The binding affinity (normalized) is 0.252. (6) The peptide sequence is FELQIVDKIDAAFKI. The MHC is DRB3_0202 with pseudo-sequence DRB3_0202. The binding affinity (normalized) is 0.109. (7) The peptide sequence is KSSKPLVGPFNFRFMSKGGM. The MHC is HLA-DQA10401-DQB10402 with pseudo-sequence HLA-DQA10401-DQB10402. The binding affinity (normalized) is 0. (8) The peptide sequence is VKLVDANGKLHDKKS. The MHC is HLA-DPA10201-DPB10501 with pseudo-sequence HLA-DPA10201-DPB10501. The binding affinity (normalized) is 0.174. (9) The MHC is DRB1_0701 with pseudo-sequence DRB1_0701. The peptide sequence is NLDVYDWSIPDDLLA. The binding affinity (normalized) is 0.349.